This data is from Full USPTO retrosynthesis dataset with 1.9M reactions from patents (1976-2016). The task is: Predict the reactants needed to synthesize the given product. (1) Given the product [C:17]1([C@:7]([OH:6])([C:11]2[CH:12]=[CH:13][CH:14]=[CH:15][CH:16]=2)[C:8]([OH:10])=[O:9])[CH2:21][CH2:20][CH2:19][CH:18]=1, predict the reactants needed to synthesize it. The reactants are: C([C@H]1[O:9][C:8](=[O:10])[C@:7]([C:17]2[CH2:21][CH2:20][CH2:19][CH:18]=2)([C:11]2[CH:16]=[CH:15][CH:14]=[CH:13][CH:12]=2)[O:6]1)(C)(C)C.CO.O.[OH-].[K+].[Cl-].[NH4+]. (2) Given the product [Cl:28][C:29]1[CH:30]=[C:31]([C:36]2[C:44]([C:45]([NH2:47])=[O:46])=[C:39]3[CH2:40][N:41]([C:52]([NH:25][C:4]4([CH2:3][C:1]#[N:2])[CH2:5][CH2:6][CH2:7]4)=[O:51])[CH2:42][CH2:43][N:38]3[N:37]=2)[CH:32]=[CH:33][C:34]=1[F:35], predict the reactants needed to synthesize it. The reactants are: [C:1]([CH2:3][C:4]1(C(O)=O)[CH2:7][CH2:6][CH2:5]1)#[N:2].C1C=CC(P([N:25]=[N+]=[N-])(C2C=CC=CC=2)=O)=CC=1.[Cl:28][C:29]1[CH:30]=[C:31]([C:36]2[C:44]([C:45]([NH2:47])=[O:46])=[C:39]3[CH2:40][NH:41][CH2:42][CH2:43][N:38]3[N:37]=2)[CH:32]=[CH:33][C:34]=1[F:35].C1[CH2:52][O:51]CC1.